Dataset: Full USPTO retrosynthesis dataset with 1.9M reactions from patents (1976-2016). Task: Predict the reactants needed to synthesize the given product. (1) Given the product [OH:11][CH2:10][CH2:9][CH:7]1[CH2:8][C:6]1([NH:5][C:3](=[O:4])[O:2][CH3:1])[C:15]1[CH:20]=[CH:19][CH:18]=[C:17]([N+:21]([O-:23])=[O:22])[CH:16]=1, predict the reactants needed to synthesize it. The reactants are: [CH3:1][O:2][C:3]([NH:5][C:6]1([C:15]2[CH:20]=[CH:19][CH:18]=[C:17]([N+:21]([O-:23])=[O:22])[CH:16]=2)[CH2:8][CH:7]1[CH2:9][C:10](OCC)=[O:11])=[O:4].[BH4-].[Li+].[NH4+].[Cl-]. (2) Given the product [C:1]1([C:7]2([C:12]3[CH:13]=[C:14]([CH2:17][OH:18])[S:15][CH:16]=3)[CH2:11][CH2:10][CH2:9][O:8]2)[CH2:6][CH2:5][CH2:4][CH2:3][CH:2]=1, predict the reactants needed to synthesize it. The reactants are: [C:1]1([C:7]2([C:12]3[CH:13]=[C:14]([CH2:17][O:18][Si](C(C)C)(C(C)C)C(C)C)[S:15][CH:16]=3)[CH2:11][CH2:10][CH2:9][O:8]2)[CH2:6][CH2:5][CH2:4][CH2:3][CH:2]=1. (3) The reactants are: COC(=O)[CH:4]([C:17]#[N:18])[C:5]1[CH:10]=[C:9]([CH3:11])[C:8]([O:12][CH3:13])=[CH:7][C:6]=1[N+:14]([O-:16])=[O:15].Cl. Given the product [CH3:13][O:12][C:8]1[C:9]([CH3:11])=[CH:10][C:5]([CH2:4][C:17]#[N:18])=[C:6]([N+:14]([O-:16])=[O:15])[CH:7]=1, predict the reactants needed to synthesize it. (4) Given the product [C:1]([O:5][C:6]([C:8]1([CH3:31])[CH2:12][O:11][S:10](=[O:32])(=[O:13])[N:9]1[CH:14]([C:23]1[CH:24]=[CH:25][C:26]([O:29][CH3:30])=[CH:27][CH:28]=1)[C:15]1[CH:20]=[CH:19][C:18]([O:21][CH3:22])=[CH:17][CH:16]=1)=[O:7])([CH3:4])([CH3:3])[CH3:2], predict the reactants needed to synthesize it. The reactants are: [C:1]([O:5][C:6]([C:8]1([CH3:31])[CH2:12][O:11][S:10](=[O:13])[N:9]1[CH:14]([C:23]1[CH:28]=[CH:27][C:26]([O:29][CH3:30])=[CH:25][CH:24]=1)[C:15]1[CH:20]=[CH:19][C:18]([O:21][CH3:22])=[CH:17][CH:16]=1)=[O:7])([CH3:4])([CH3:3])[CH3:2].[OH2:32]. (5) Given the product [NH2:25][C:24]1[CH:23]=[C:22]([C@@H:20]([NH:19][C:13]2[N:12]=[C:11]([C:8]3[N:4]4[CH:5]=[CH:6][CH:7]=[C:2]([Cl:1])[C:3]4=[N:10][CH:9]=3)[C:16]([F:17])=[CH:15][N:14]=2)[CH3:21])[CH:28]=[CH:27][CH:26]=1, predict the reactants needed to synthesize it. The reactants are: [Cl:1][C:2]1[C:3]2[N:4]([C:8]([C:11]3[C:16]([F:17])=[CH:15][N:14]=[C:13](Cl)[N:12]=3)=[CH:9][N:10]=2)[CH:5]=[CH:6][CH:7]=1.[NH2:19][C@H:20]([C:22]1[CH:23]=[C:24]([CH:26]=[CH:27][CH:28]=1)[NH2:25])[CH3:21].C(=O)([O-])[O-].[K+].[K+]. (6) Given the product [N:42]1[CH:38]=[CH:37][CH:36]=[CH:41][C:40]=1[CH2:39][NH:44][C:31](=[O:32])[CH2:30][N:25]1[C:26]2[C:22](=[C:21]([C:18]3[N:17]=[C:16]([C:5]4[CH:6]=[CH:7][C:8]([O:9][CH:10]([CH3:15])[C:11]([F:14])([F:12])[F:13])=[C:3]([C:2]([F:1])([F:34])[F:35])[CH:4]=4)[O:20][N:19]=3)[CH:29]=[CH:28][CH:27]=2)[CH:23]=[CH:24]1, predict the reactants needed to synthesize it. The reactants are: [F:1][C:2]([F:35])([F:34])[C:3]1[CH:4]=[C:5]([C:16]2[O:20][N:19]=[C:18]([C:21]3[CH:29]=[CH:28][CH:27]=[C:26]4[C:22]=3[CH:23]=[CH:24][N:25]4[CH2:30][C:31](O)=[O:32])[N:17]=2)[CH:6]=[CH:7][C:8]=1[O:9][CH:10]([CH3:15])[C:11]([F:14])([F:13])[F:12].[CH:36]1[CH:37]=[CH:38][C:39]2[N:44](O)N=[N:42][C:40]=2[CH:41]=1.CCN=C=NCCCN(C)C.Cl.N1C=CC=CC=1CN.C([O-])(O)=O.[Na+]. (7) Given the product [Cl:32][C:28]1[CH:27]=[C:26]([C:24]2[O:23][N:22]=[C:21]([CH2:20][N:2]3[CH2:3][CH2:4][CH:5]([N:8]4[C:13]5[CH:14]=[CH:15][CH:16]=[CH:17][C:12]=5[CH2:11][O:10][C:9]4=[O:18])[CH2:6][CH2:7]3)[N:25]=2)[CH:31]=[CH:30][CH:29]=1, predict the reactants needed to synthesize it. The reactants are: Cl.[NH:2]1[CH2:7][CH2:6][CH:5]([N:8]2[C:13]3[CH:14]=[CH:15][CH:16]=[CH:17][C:12]=3[CH2:11][O:10][C:9]2=[O:18])[CH2:4][CH2:3]1.Cl[CH2:20][C:21]1[N:25]=[C:24]([C:26]2[CH:31]=[CH:30][CH:29]=[C:28]([Cl:32])[CH:27]=2)[O:23][N:22]=1.CCN(C(C)C)C(C)C.C(=O)([O-])[O-].[K+].[K+].